This data is from Full USPTO retrosynthesis dataset with 1.9M reactions from patents (1976-2016). The task is: Predict the reactants needed to synthesize the given product. (1) Given the product [CH3:9][O:10][C:11]1[CH:18]=[C:17]([O:19][CH3:20])[CH:16]=[CH:15][C:12]=1[CH2:13][NH:14][C:6]1[CH:5]=[CH:4][N:3]=[C:2]([F:1])[N:7]=1, predict the reactants needed to synthesize it. The reactants are: [F:1][C:2]1[N:7]=[C:6](F)[CH:5]=[CH:4][N:3]=1.[CH3:9][O:10][C:11]1[CH:18]=[C:17]([O:19][CH3:20])[CH:16]=[CH:15][C:12]=1[CH2:13][NH2:14]. (2) Given the product [CH2:2]([O:4][C:5](=[O:6])[CH2:7][N:8]1[CH2:13][C:12]2[CH:14]=[C:15](/[CH:18]=[CH:19]/[C:20](=[O:22])[N:29]([CH3:30])[CH2:28][C:27]3[N:26]([CH3:25])[C:32]4[C:38]([CH:39]=3)=[CH:37][CH:34]=[CH:33][CH:31]=4)[CH:16]=[N:17][C:11]=2[NH:10][C:9]1=[O:23])[CH3:3], predict the reactants needed to synthesize it. The reactants are: Cl.[CH2:2]([O:4][C:5]([CH2:7][N:8]1[CH2:13][C:12]2[CH:14]=[C:15](/[CH:18]=[CH:19]/[C:20]([OH:22])=O)[CH:16]=[N:17][C:11]=2[NH:10][C:9]1=[O:23])=[O:6])[CH3:3].Cl.[CH3:25][N:26]1[CH2:32][C:31]2[CH:33]=[C:34](/[CH:37]=[CH:38]/[C:39](O)=O)C=N[C:30]=2[NH:29][C:28](=O)[CH2:27]1.CNCC1N(C)C2C(C=1)=CC=CC=2.CNCC1C=CC2C(=CC=CC=2)C=1CCC. (3) Given the product [CH3:21][N:1]1[CH2:6][CH2:5][CH:4]([C:7]2[S:8][CH:9]=[C:10]([C:12]3[CH:20]=[CH:19][C:15]([C:16]([OH:18])=[O:17])=[CH:14][CH:13]=3)[N:11]=2)[CH2:3][CH2:2]1, predict the reactants needed to synthesize it. The reactants are: [NH:1]1[CH2:6][CH2:5][CH:4]([C:7]2[S:8][CH:9]=[C:10]([C:12]3[CH:20]=[CH:19][C:15]([C:16]([OH:18])=[O:17])=[CH:14][CH:13]=3)[N:11]=2)[CH2:3][CH2:2]1.[CH2:21]=O.